Dataset: Reaction yield outcomes from USPTO patents with 853,638 reactions. Task: Predict the reaction yield, written as a fraction of the theoretical maximum amount of product (1.0 means a 100% yield; for example, 0.34 means a 34% yield). The reactants are [CH:1]1[C:13]2[CH:12]([CH2:14][O:15][C:16]([NH:18][C:19]([CH3:25])([CH2:23][OH:24])[C:20]([OH:22])=[O:21])=[O:17])[C:11]3[C:6](=[CH:7][CH:8]=[CH:9][CH:10]=3)[C:5]=2[CH:4]=[CH:3][CH:2]=1.II.C(Cl)Cl.C(OI([C:40]1[CH:45]=[CH:44][CH:43]=[CH:42][CH:41]=1)OC(=O)C)(=O)C. The catalyst is C(Cl)Cl. The product is [CH:10]1[C:11]2[CH:12]([CH2:14][O:15][C:16]([NH:18][C:19]([CH3:25])([CH2:23][OH:24])[C:20]([O:22][CH:6]([C:40]3[CH:41]=[CH:42][CH:43]=[CH:44][CH:45]=3)[C:5]3[CH:13]=[CH:1][CH:2]=[CH:3][CH:4]=3)=[O:21])=[O:17])[C:13]3[C:5](=[CH:4][CH:3]=[CH:2][CH:1]=3)[C:6]=2[CH:7]=[CH:8][CH:9]=1. The yield is 0.870.